From a dataset of Peptide-MHC class II binding affinity with 134,281 pairs from IEDB. Regression. Given a peptide amino acid sequence and an MHC pseudo amino acid sequence, predict their binding affinity value. This is MHC class II binding data. The peptide sequence is KAGFVILKTFTPGAE. The MHC is DRB3_0101 with pseudo-sequence DRB3_0101. The binding affinity (normalized) is 0.0366.